This data is from Catalyst prediction with 721,799 reactions and 888 catalyst types from USPTO. The task is: Predict which catalyst facilitates the given reaction. Reactant: Cl[C:2]1[N:7]=[C:6]([C:8]2[C:13]([CH3:14])=[CH:12][N:11]=[C:10]([NH2:15])[CH:9]=2)[CH:5]=[N:4][CH:3]=1.[O:16]1[CH2:21][CH2:20][CH:19]([CH2:22][NH2:23])[CH2:18][CH2:17]1.CCN(C(C)C)C(C)C.CS(C)=O. Product: [NH2:15][C:10]1[CH:9]=[C:8]([C:6]2[N:7]=[C:2]([NH:23][CH2:22][CH:19]3[CH2:20][CH2:21][O:16][CH2:17][CH2:18]3)[CH:3]=[N:4][CH:5]=2)[C:13]([CH3:14])=[CH:12][N:11]=1. The catalyst class is: 161.